This data is from Full USPTO retrosynthesis dataset with 1.9M reactions from patents (1976-2016). The task is: Predict the reactants needed to synthesize the given product. (1) Given the product [C:26]([NH:25][C:7]([CH:12]1[CH2:17][CH2:16][CH:15]([C:18]2[CH:19]=[CH:20][C:21]([Cl:24])=[CH:22][CH:23]=2)[CH2:14][CH2:13]1)([CH2:8][CH2:9][CH2:10][CH2:11][B:33]1[O:34][C:35]([CH3:37])([CH3:36])[C:31]([CH3:38])([CH3:30])[O:32]1)[C:6]([NH:5][C:1]([CH3:2])([CH3:3])[CH3:4])=[O:29])(=[O:28])[CH3:27], predict the reactants needed to synthesize it. The reactants are: [C:1]([NH:5][C:6](=[O:29])[C:7]([NH:25][C:26](=[O:28])[CH3:27])([CH:12]1[CH2:17][CH2:16][CH:15]([C:18]2[CH:23]=[CH:22][C:21]([Cl:24])=[CH:20][CH:19]=2)[CH2:14][CH2:13]1)[CH2:8][CH2:9][CH:10]=[CH2:11])([CH3:4])([CH3:3])[CH3:2].[CH3:30][C:31]1([CH3:38])[C:35]([CH3:37])([CH3:36])[O:34][BH:33][O:32]1.O. (2) Given the product [I:1][C:2]1[CH:3]=[C:4]([CH:5]=[CH:6][CH:7]=1)/[CH:8]=[CH:9]/[C:10]1[CH:15]=[CH:14][C:13]([OH:16])=[CH:12][CH:11]=1, predict the reactants needed to synthesize it. The reactants are: [I:1][C:2]1[CH:7]=[CH:6][CH:5]=[C:4](/[CH:8]=[CH:9]/[C:10]2[CH:15]=[CH:14][C:13]([O:16]C)=[CH:12][CH:11]=2)[CH:3]=1.B(Br)(Br)Br.O. (3) Given the product [O-:19][N+:8]1[C:9]2[CH:18]=[C:17]3[C:13](=[CH:12][C:10]=2[N+:11]([O-:22])=[C:6]([NH:5][CH2:4][CH2:3][N:2]([CH3:20])[CH3:1])[N:7]=1)[CH2:14][CH2:15][CH2:16]3, predict the reactants needed to synthesize it. The reactants are: [CH3:1][N:2]([CH3:20])[CH2:3][CH2:4][NH:5][C:6]1[N:7]=[N+:8]([O-:19])[C:9]2[CH:18]=[C:17]3[C:13]([CH2:14][CH2:15][CH2:16]3)=[CH:12][C:10]=2[N:11]=1.C(O)(C(F)(F)F)=[O:22]. (4) Given the product [CH2:1]([NH:8][C:9](=[O:49])[C:10](=[O:48])[C@@H:11]([NH:19][C:20](=[O:47])[C@@H:21]([NH:31][C:32](=[O:46])[C@@H:33]([NH:35][S:36]([C:39]1[C:40]([CH3:45])=[CH:41][CH:42]=[CH:43][CH:44]=1)(=[O:38])=[O:37])[CH3:34])[CH2:22][C:23]1[CH:28]=[CH:27][C:26]([O:29][CH3:30])=[CH:25][CH:24]=1)[CH2:12][C:13]1[CH:18]=[CH:17][CH:16]=[CH:15][CH:14]=1)[C:2]1[CH:3]=[CH:4][CH:5]=[CH:6][CH:7]=1, predict the reactants needed to synthesize it. The reactants are: [CH2:1]([NH:8][C:9](=[O:49])[C@@H:10]([OH:48])[CH:11]([NH:19][C:20](=[O:47])[C@@H:21]([NH:31][C:32](=[O:46])[C@@H:33]([NH:35][S:36]([C:39]1[C:40]([CH3:45])=[CH:41][CH:42]=[CH:43][CH:44]=1)(=[O:38])=[O:37])[CH3:34])[CH2:22][C:23]1[CH:28]=[CH:27][C:26]([O:29][CH3:30])=[CH:25][CH:24]=1)[CH2:12][C:13]1[CH:18]=[CH:17][CH:16]=[CH:15][CH:14]=1)[C:2]1[CH:7]=[CH:6][CH:5]=[CH:4][CH:3]=1.CC(OI1(OC(C)=O)(OC(C)=O)OC(=O)C2C=CC=CC1=2)=O. (5) Given the product [Br:1][C:2]1[CH:3]=[C:4]2[CH:10]=[CH:9][N:8]([Si:11]([C:14]([CH3:17])([CH3:16])[CH3:15])([CH3:12])[CH3:13])[C:5]2=[N:6][CH:7]=1, predict the reactants needed to synthesize it. The reactants are: [Br:1][C:2]1[CH:3]=[C:4]2[CH2:10][CH2:9][N:8]([Si:11]([C:14]([CH3:17])([CH3:16])[CH3:15])([CH3:13])[CH3:12])[C:5]2=[N:6][CH:7]=1.ClC1C(=O)C(C#N)=C(C#N)C(=O)C=1Cl. (6) Given the product [CH2:1]([O:8][CH:9]([C:10]1[O:11][C:14]([C:15]2[CH:20]=[CH:19][C:18]([C:21]3[O:25][C:24]([CH3:26])=[N:23][CH:22]=3)=[C:17]([O:27][CH3:28])[CH:16]=2)=[N:13][N:12]=1)[CH2:30][CH2:31][CH2:32][Cl:33])[C:2]1[CH:3]=[CH:4][CH:5]=[CH:6][CH:7]=1, predict the reactants needed to synthesize it. The reactants are: [CH2:1]([O:8][CH:9]([CH2:30][CH2:31][CH2:32][Cl:33])[C:10]([NH:12][NH:13][C:14](=O)[C:15]1[CH:20]=[CH:19][C:18]([C:21]2[O:25][C:24]([CH3:26])=[N:23][CH:22]=2)=[C:17]([O:27][CH3:28])[CH:16]=1)=[O:11])[C:2]1[CH:7]=[CH:6][CH:5]=[CH:4][CH:3]=1.C(Cl)(Cl)(Cl)Cl.C1(P(C2C=CC=CC=2)C2C=CC=CC=2)C=CC=CC=1.